This data is from Reaction yield outcomes from USPTO patents with 853,638 reactions. The task is: Predict the reaction yield, written as a fraction of the theoretical maximum amount of product (1.0 means a 100% yield; for example, 0.34 means a 34% yield). The reactants are [NH2:1][C:2]1[CH:7]=[C:6]([C:8]2[CH:13]=[CH:12][C:11]([CH3:14])=[CH:10][CH:9]=2)[CH:5]=[CH:4][N:3]=1.C(N(CC)C(C)C)(C)C.[C:24](Cl)(=[O:26])[CH3:25].Cl.[C:29](OCC)(=[O:31])[CH3:30]. The catalyst is ClCCl.CO. The product is [C:24]([N:1]([C:29](=[O:31])[CH3:30])[C:2]1[CH:7]=[C:6]([C:8]2[CH:13]=[CH:12][C:11]([CH3:14])=[CH:10][CH:9]=2)[CH:5]=[CH:4][N:3]=1)(=[O:26])[CH3:25]. The yield is 0.750.